From a dataset of Full USPTO retrosynthesis dataset with 1.9M reactions from patents (1976-2016). Predict the reactants needed to synthesize the given product. (1) Given the product [NH3:17].[CH:50]([N:46]([CH:47]([CH3:49])[CH3:48])[CH2:45][CH2:44][C@@H:43]([C:31]1[CH:30]=[C:29]([CH2:28][CH2:27][O:26][C:23]2[CH:24]=[CH:25][C:20]([CH2:19][CH2:18][NH:17][CH2:16][C@@H:15]([C:12]3[CH:13]=[CH:14][C:9]([OH:8])=[C:10]([NH:67][S:68]([CH3:71])(=[O:70])=[O:69])[CH:11]=3)[OH:59])=[CH:21][CH:22]=2)[CH:34]=[CH:33][C:32]=1[OH:35])[C:53]1[CH:54]=[CH:55][CH:56]=[CH:57][CH:58]=1)([CH3:52])[CH3:51], predict the reactants needed to synthesize it. The reactants are: C([O:8][C:9]1[CH:14]=[CH:13][C:12]([C@@H:15]([O:59][Si](C(C)(C)C)(C)C)[CH2:16][NH:17][CH2:18][CH2:19][C:20]2[CH:25]=[CH:24][C:23]([O:26][CH2:27][CH2:28][C:29]3[CH:34]=[CH:33][C:32]([O:35]CC4C=CC=CC=4)=[C:31]([C@@H:43]([C:53]4[CH:58]=[CH:57][CH:56]=[CH:55][CH:54]=4)[CH2:44][CH2:45][N:46]([CH:50]([CH3:52])[CH3:51])[CH:47]([CH3:49])[CH3:48])[CH:30]=3)=[CH:22][CH:21]=2)=[CH:11][C:10]=1[NH:67][S:68]([CH3:71])(=[O:70])=[O:69])C1C=CC=CC=1.C([O-])=O.[NH4+].F.F.F.C(N(CC)CC)C. (2) Given the product [CH:1]1[C:2]([CH2:10][C@@H:11]([NH2:28])[CH2:12][C:13]([N:15]2[CH2:27][C:19]3=[N:20][N:21]=[C:22]([C:23]([F:26])([F:25])[F:24])[N:18]3[CH2:17][CH2:16]2)=[O:14])=[C:3]([F:9])[CH:4]=[C:5]([F:8])[C:6]=1[F:7].[C:37]([O-:39])(=[O:38])/[CH:36]=[CH:35]/[C:34]1[CH:33]=[CH:32][C:31]([OH:40])=[CH:30][CH:29]=1, predict the reactants needed to synthesize it. The reactants are: [CH:1]1[C:2]([CH2:10][C@@H:11]([NH2:28])[CH2:12][C:13]([N:15]2[CH2:27][C:19]3=[N:20][N:21]=[C:22]([C:23]([F:26])([F:25])[F:24])[N:18]3[CH2:17][CH2:16]2)=[O:14])=[C:3]([F:9])[CH:4]=[C:5]([F:8])[C:6]=1[F:7].[CH:29]1[C:34](/[CH:35]=[CH:36]/[C:37]([OH:39])=[O:38])=[CH:33][CH:32]=[C:31]([OH:40])[CH:30]=1. (3) Given the product [NH:16]1[CH:17]=[CH:18][CH:19]=[C:15]1[C:14]1[C:5]2[C:6](=[O:11])[NH:7][C:8]3=[CH:9][CH:10]=[CH:2][C:3]([C:4]=23)=[CH:12][CH:13]=1, predict the reactants needed to synthesize it. The reactants are: F[C:2]1[C:3](/[C:12](/I)=[CH:13]/[C:14](=O)[C:15]2[NH:16][CH:17]=[CH:18][CH:19]=2)=[C:4]2[C:8](=[CH:9][CH:10]=1)[NH:7][C:6](=[O:11])[CH2:5]2.[H-].[Na+]. (4) Given the product [CH3:1][O:2][C:3]1[CH:4]=[C:5]([CH:23]=[CH:24][C:25]=1[O:26][CH3:27])[CH2:6][CH:7]1[C:16]2[C:11](=[CH:12][C:13]([O:21][CH3:22])=[C:14]([O:17][CH:18]([CH3:20])[CH3:19])[CH:15]=2)[CH2:10][CH2:9][N:8]1[CH2:29][C:30]([NH:43][CH:33]1[C:42]2[C:37](=[CH:38][CH:39]=[CH:40][CH:41]=2)[CH2:36][CH2:35][CH2:34]1)=[O:31], predict the reactants needed to synthesize it. The reactants are: [CH3:1][O:2][C:3]1[CH:4]=[C:5]([CH:23]=[CH:24][C:25]=1[O:26][CH3:27])[CH2:6][CH:7]1[C:16]2[C:11](=[CH:12][C:13]([O:21][CH3:22])=[C:14]([O:17][CH:18]([CH3:20])[CH3:19])[CH:15]=2)[CH2:10][CH2:9][NH:8]1.Br[CH2:29][C:30](Br)=[O:31].[CH:33]1([NH2:43])[C:42]2[C:37](=[CH:38][CH:39]=[CH:40][CH:41]=2)[CH2:36][CH2:35][CH2:34]1. (5) The reactants are: [CH3:1][O:2][C:3]1[CH:4]=[CH:5][C:6]([O:12][C:13]2[C:14]([CH3:22])=[N:15][N:16]([CH2:19][C:20]#[N:21])[C:17]=2[CH3:18])=[C:7]2[C:11]=1[CH2:10][CH2:9][CH2:8]2.[N-:23]=[N+:24]=[N-:25].[Na+].Cl.C(N(CC)CC)C.Cl. Given the product [CH3:1][O:2][C:3]1[CH:4]=[CH:5][C:6]([O:12][C:13]2[C:14]([CH3:22])=[N:15][N:16]([CH2:19][C:20]3[NH:25][N:24]=[N:23][N:21]=3)[C:17]=2[CH3:18])=[C:7]2[C:11]=1[CH2:10][CH2:9][CH2:8]2, predict the reactants needed to synthesize it. (6) Given the product [NH2:11][C:7]1[C:6]2[C:2]([C:21]3[C:13]([F:12])=[C:14]4[C:18](=[CH:19][CH:20]=3)[N:17]([C:31]([O:33][C:34]([CH3:36])([CH3:35])[CH3:37])=[O:32])[CH2:16][CH2:15]4)=[CH:3][O:4][C:5]=2[CH:10]=[CH:9][N:8]=1, predict the reactants needed to synthesize it. The reactants are: Br[C:2]1[C:6]2[C:7]([NH2:11])=[N:8][CH:9]=[CH:10][C:5]=2[O:4][CH:3]=1.[F:12][C:13]1[C:21](B2OC(C)(C)C(C)(C)O2)=[CH:20][CH:19]=[C:18]2[C:14]=1[CH2:15][CH2:16][N:17]2[C:31]([O:33][C:34]([CH3:37])([CH3:36])[CH3:35])=[O:32].C(=O)(O)[O-].[Na+]. (7) Given the product [CH3:1][O:2][C:3]1[CH:4]=[C:5]([CH:21]=[CH:22][C:23]=1[O:24][CH2:25][C:26]1[N:27]=[C:28]([C:32]2[CH:37]=[CH:36][CH:35]=[CH:34][CH:33]=2)[O:29][C:30]=1[CH3:31])[CH2:6][O:7][C:8]1[C:12]([C:13]#[N:41])=[CH:11][N:10]([C:15]2[CH:20]=[CH:19][CH:18]=[CH:17][CH:16]=2)[N:9]=1, predict the reactants needed to synthesize it. The reactants are: [CH3:1][O:2][C:3]1[CH:4]=[C:5]([CH:21]=[CH:22][C:23]=1[O:24][CH2:25][C:26]1[N:27]=[C:28]([C:32]2[CH:37]=[CH:36][CH:35]=[CH:34][CH:33]=2)[O:29][C:30]=1[CH3:31])[CH2:6][O:7][C:8]1[C:12]([CH:13]=O)=[CH:11][N:10]([C:15]2[CH:20]=[CH:19][CH:18]=[CH:17][CH:16]=2)[N:9]=1.Cl.NO.[N:41]1C=CC=CC=1.Cl.